Dataset: Forward reaction prediction with 1.9M reactions from USPTO patents (1976-2016). Task: Predict the product of the given reaction. (1) Given the reactants [CH3:1][N:2]1[CH2:7][CH2:6][N:5]([C:8]2[CH:9]=[C:10]([NH:14][C:15]3[N:20]=[C:19]([CH2:21][CH2:22][C:23]4[CH:24]=[C:25]([CH:29]=[CH:30][CH:31]=4)[C:26]([OH:28])=O)[C:18]([C:32]([F:35])([F:34])[F:33])=[CH:17][N:16]=3)[CH:11]=[CH:12][CH:13]=2)[CH2:4][CH2:3]1.C[N:37](C(ON1N=NC2C=CC=NC1=2)=[N+](C)C)C.F[P-](F)(F)(F)(F)F.CCN(C(C)C)C(C)C.[NH4+].[OH-], predict the reaction product. The product is: [CH3:1][N:2]1[CH2:7][CH2:6][N:5]([C:8]2[CH:9]=[C:10]([NH:14][C:15]3[N:20]=[C:19]([CH2:21][CH2:22][C:23]4[CH:24]=[C:25]([CH:29]=[CH:30][CH:31]=4)[C:26]([NH2:37])=[O:28])[C:18]([C:32]([F:35])([F:34])[F:33])=[CH:17][N:16]=3)[CH:11]=[CH:12][CH:13]=2)[CH2:4][CH2:3]1. (2) Given the reactants [CH3:1][C:2]1[NH:3][C:4]2[C:9]([C:10](=O)[C:11]=1[C:12]([O:14][CH3:15])=[O:13])=[CH:8][CH:7]=[CH:6][CH:5]=2.N.O=P(Cl)(Cl)[Cl:20], predict the reaction product. The product is: [Cl:20][C:10]1[C:9]2[C:4](=[CH:5][CH:6]=[CH:7][CH:8]=2)[N:3]=[C:2]([CH3:1])[C:11]=1[C:12]([O:14][CH3:15])=[O:13]. (3) Given the reactants [F:1][C:2]1[CH:7]=[C:6]([CH3:8])[CH:5]=[CH:4][C:3]=1[C:9]1[CH:10]=[N+:11]([O-:18])[CH:12]=[C:13]([CH:17]=1)[C:14]([OH:16])=O.[CH3:19][C:20]1[N:24]=[C:23]([C@H:25]([NH2:27])[CH3:26])[O:22][N:21]=1.C(Cl)CCl.C1C=CC2N(O)N=NC=2C=1.C(N(C(C)C)CC)(C)C, predict the reaction product. The product is: [F:1][C:2]1[CH:7]=[C:6]([CH3:8])[CH:5]=[CH:4][C:3]=1[C:9]1[CH:10]=[N+:11]([O-:18])[CH:12]=[C:13]([CH:17]=1)[C:14]([NH:27][C@@H:25]([C:23]1[O:22][N:21]=[C:20]([CH3:19])[N:24]=1)[CH3:26])=[O:16].